Dataset: Reaction yield outcomes from USPTO patents with 853,638 reactions. Task: Predict the reaction yield, written as a fraction of the theoretical maximum amount of product (1.0 means a 100% yield; for example, 0.34 means a 34% yield). (1) The reactants are [F:1][C:2]1[CH:7]=[CH:6][C:5]([CH2:8][C:9]([N:11]2[CH2:15][CH:14]([N:16]3[CH2:21][CH2:20][O:19][CH2:18][CH2:17]3)[CH2:13][N:12]2[C:22]([C:24]2[CH:29]=[CH:28][N:27]=[C:26]([O:30][C:31]3[CH:36]=[CH:35][CH:34]=[CH:33][CH:32]=3)[N:25]=2)=O)=[O:10])=[CH:4][CH:3]=1.[H-].[Na+]. The catalyst is CN(C=O)C. The product is [F:1][C:2]1[CH:3]=[CH:4][C:5]([C:8]2[C:9](=[O:10])[N:11]3[CH2:15][CH:14]([N:16]4[CH2:17][CH2:18][O:19][CH2:20][CH2:21]4)[CH2:13][N:12]3[C:22]=2[C:24]2[CH:29]=[CH:28][N:27]=[C:26]([O:30][C:31]3[CH:32]=[CH:33][CH:34]=[CH:35][CH:36]=3)[N:25]=2)=[CH:6][CH:7]=1. The yield is 0.200. (2) The reactants are [H-].[Na+].[N+](C1[CH:11]=[CH:10][C:9]([O:12][C:13]([N:15]2[CH2:20][CH2:19][CH:18]([N:21]3[C:25]4=[N:26][CH:27]=[N:28][C:29]([O:30][C:31]5[C:32]([CH3:37])=[N:33][CH:34]=[CH:35][CH:36]=5)=[C:24]4[CH:23]=[N:22]3)[CH2:17][CH2:16]2)=[O:14])=[CH:8]C=1)([O-])=O.C1(O)CCC1.O. The catalyst is O1CCCC1. The product is [CH:9]1([O:12][C:13]([N:15]2[CH2:20][CH2:19][CH:18]([N:21]3[C:25]4=[N:26][CH:27]=[N:28][C:29]([O:30][C:31]5[C:32]([CH3:37])=[N:33][CH:34]=[CH:35][CH:36]=5)=[C:24]4[CH:23]=[N:22]3)[CH2:17][CH2:16]2)=[O:14])[CH2:10][CH2:11][CH2:8]1. The yield is 0.140.